From a dataset of Experimentally validated miRNA-target interactions with 360,000+ pairs, plus equal number of negative samples. Binary Classification. Given a miRNA mature sequence and a target amino acid sequence, predict their likelihood of interaction. (1) The miRNA is hsa-miR-608 with sequence AGGGGUGGUGUUGGGACAGCUCCGU. The protein sequence of the target gene is MASAGGEDCESPAPEADRPHQRPFLIGVSGGTASGKSTVCEKIMELLGQNEVEQRQRKVVILSQDRFYKVLTAEQKAKALKGQYNFDHPDAFDNDLMHRTLKNIVEGKTVEVPTYDFVTHSRLPETTVVYPADVVLFEGILVFYSQEIRDMFHLRLFVDTDSDVRLSRRVLRDVRRGRDLEQILTQYTTFVKPAFEEFCLPTKKYADVIIPRGVDNMVAINLIVQHIQDILNGDICKWHRGGSNGRSYKRTFSEPGDHPGMLTSGKRSHLESSSRPH. Result: 1 (interaction). (2) The miRNA is hsa-miR-192-5p with sequence CUGACCUAUGAAUUGACAGCC. The protein sequence of the target gene is MSSACDAGDHYPLHLLVWKNDYRQLEKELQGQNVEAVDPRGRTLLHLAVSLGHLESARVLLRHKADVTKENRQGWTVLHEAVSTGDPEMVYTVLQHRDYHNTSMALEGVPELLQKILEAPDFYVQMKWEFTSWVPLVSRICPNDVCRIWKSGAKLRVDITLLGFENMSWIRGRRSFIFKGEDNWAELMEVNHDDKVVTTERFDLSQEMERLTLDLMKPKSREVERRLTSPVINTSLDTKNIAFERTKSGFWGWRTDKAEVVNGYEAKVYTVNNVNVITKIRTEHLTEEEKKRYKADRNPL.... Result: 1 (interaction).